From a dataset of Retrosynthesis with 50K atom-mapped reactions and 10 reaction types from USPTO. Predict the reactants needed to synthesize the given product. Given the product O=C(Nc1ccccc1Oc1ccc(C(F)(F)F)cc1)C1CCNCC1, predict the reactants needed to synthesize it. The reactants are: CC(C)(C)OC(=O)N1CCC(C(=O)Nc2ccccc2Oc2ccc(C(F)(F)F)cc2)CC1.